From a dataset of Forward reaction prediction with 1.9M reactions from USPTO patents (1976-2016). Predict the product of the given reaction. (1) Given the reactants Br[C:2]1[CH:17]=[CH:16][C:5]([CH2:6][CH2:7][NH:8][C:9](=[O:15])[O:10][C:11]([CH3:14])([CH3:13])[CH3:12])=[CH:4][CH:3]=1.C(=O)([O-])[O-].[Na+].[Na+].[CH3:24][O:25][C:26]1[N:31]=[C:30]([O:32][CH3:33])[C:29](B(O)O)=[CH:28][N:27]=1.O, predict the reaction product. The product is: [CH3:24][O:25][C:26]1[N:31]=[C:30]([O:32][CH3:33])[C:29]([C:2]2[CH:17]=[CH:16][C:5]([CH2:6][CH2:7][NH:8][C:9](=[O:15])[O:10][C:11]([CH3:14])([CH3:13])[CH3:12])=[CH:4][CH:3]=2)=[CH:28][N:27]=1. (2) Given the reactants C([O:4][C@@H:5]1[C@@H:10]([O:11]C(=O)C)[C@H:9]([O:15]C(=O)C)[C@@H:8]([CH2:19][O:20]C(=O)C)[O:7][C@H:6]1[O:24][C:25]1[C:29]([CH2:30][C:31]2[CH:36]=[CH:35][C:34]([CH2:37][CH2:38][NH:39][C:40]([O:42][CH2:43][C:44]3[CH:49]=[CH:48][CH:47]=[CH:46][CH:45]=3)=[O:41])=[CH:33][C:32]=2[CH3:50])=[C:28]([CH:51]([CH3:53])[CH3:52])[NH:27][N:26]=1)(=O)C.C[O-].[Na+], predict the reaction product. The product is: [CH2:43]([O:42][C:40]([NH:39][CH2:38][CH2:37][C:34]1[CH:35]=[CH:36][C:31]([CH2:30][C:29]2[C:25]([O:24][C@@H:6]3[O:7][C@H:8]([CH2:19][OH:20])[C@@H:9]([OH:15])[C@H:10]([OH:11])[C@H:5]3[OH:4])=[N:26][NH:27][C:28]=2[CH:51]([CH3:53])[CH3:52])=[C:32]([CH3:50])[CH:33]=1)=[O:41])[C:44]1[CH:45]=[CH:46][CH:47]=[CH:48][CH:49]=1. (3) The product is: [CH3:30][O:31][C:24]1[CH:23]=[CH:22][CH:21]=[CH:20][C:19]=1[CH:17]([N:11]1[CH2:12][CH2:13][CH:9]([NH2:8])[CH2:10]1)[CH3:16]. Given the reactants C(OC([NH:8][CH:9]1[CH2:13][CH2:12][NH:11][CH2:10]1)=O)(C)(C)C.CO[CH2:16][C:17]([C:19]1[CH:24]=[CH:23][CH:22]=[CH:21][CH:20]=1)=O.C([BH3-])#N.[Na+].Cl.[C:30](=O)([O-])[O-:31].[K+].[K+], predict the reaction product. (4) The product is: [CH:1]1[C:9]([NH:10][C:19](=[O:26])[CH2:20][CH2:21][CH2:22][CH2:23][CH2:24][CH3:25])=[CH:8][C:7]2[CH2:11][CH2:12][N:5]3[C:6]=2[C:2]=1[C:3]1[CH2:18][CH2:17][CH2:16][CH2:15][CH2:14][CH2:13][C:4]=13. Given the reactants [CH:1]1[C:9]([NH2:10])=[CH:8][C:7]2[CH2:11][CH2:12][N:5]3[C:6]=2[C:2]=1[C:3]1[CH2:18][CH2:17][CH2:16][CH2:15][CH2:14][CH2:13][C:4]=13.[C:19](Cl)(=[O:26])[CH2:20][CH2:21][CH2:22][CH2:23][CH2:24][CH3:25], predict the reaction product. (5) Given the reactants [Cl:1][C:2]1[CH:7]=[CH:6][C:5]([C@H:8]2[C@@H:12]([C:13]3[CH:18]=[CH:17][C:16]([Cl:19])=[CH:15][CH:14]=3)[N:11]([C:20](Cl)=[O:21])[C:10]([C:23]3[CH:28]=[C:27]([C:29]([C:32]#[N:33])([CH3:31])[CH3:30])[CH:26]=[CH:25][C:24]=3[O:34][CH2:35][CH3:36])=[N:9]2)=[CH:4][CH:3]=1.[N:37]1([CH2:43][C:44]([NH2:46])=[O:45])[CH2:42][CH2:41][NH:40][CH2:39][CH2:38]1, predict the reaction product. The product is: [Cl:1][C:2]1[CH:7]=[CH:6][C:5]([C@H:8]2[C@@H:12]([C:13]3[CH:18]=[CH:17][C:16]([Cl:19])=[CH:15][CH:14]=3)[N:11]([C:20]([N:40]3[CH2:41][CH2:42][N:37]([CH2:43][C:44]([NH2:46])=[O:45])[CH2:38][CH2:39]3)=[O:21])[C:10]([C:23]3[CH:28]=[C:27]([C:29]([C:32]#[N:33])([CH3:31])[CH3:30])[CH:26]=[CH:25][C:24]=3[O:34][CH2:35][CH3:36])=[N:9]2)=[CH:4][CH:3]=1. (6) Given the reactants Br[C:2]1[N:7]=[CH:6][C:5]2[N:8]=[C:9]([C:13]3[C:14]([NH2:18])=[N:15][O:16][N:17]=3)[N:10]([CH2:11][CH3:12])[C:4]=2[CH:3]=1.N1C2C(=CC=C3C=2N=CC=C3)C=CC=1.[OH:33][C:34]1[CH:35]=[C:36]([C:40](=[O:42])[CH3:41])[CH:37]=[CH:38][CH:39]=1.C(=O)([O-])[O-].[Cs+].[Cs+], predict the reaction product. The product is: [NH2:18][C:14]1[C:13]([C:9]2[N:10]([CH2:11][CH3:12])[C:4]3[CH:3]=[C:2]([O:33][C:34]4[CH:35]=[C:36]([C:40](=[O:42])[CH3:41])[CH:37]=[CH:38][CH:39]=4)[N:7]=[CH:6][C:5]=3[N:8]=2)=[N:17][O:16][N:15]=1. (7) Given the reactants C([O-])([O-])=O.[Cs+].[Cs+].[NH:7]1[CH:11]=[CH:10][C:9]([C:12]([O:14][CH2:15][CH3:16])=[O:13])=[N:8]1.Br[C:18]1[CH:23]=[CH:22][C:21]([O:24][CH2:25][CH3:26])=[CH:20][CH:19]=1, predict the reaction product. The product is: [CH2:25]([O:24][C:21]1[CH:22]=[CH:23][C:18]([N:7]2[CH:11]=[CH:10][C:9]([C:12]([O:14][CH2:15][CH3:16])=[O:13])=[N:8]2)=[CH:19][CH:20]=1)[CH3:26]. (8) Given the reactants [C:1]([N:8]1[CH2:12][CH2:11][C@H:10]([N:13]([CH:21]2[CH2:26][CH2:25][C:24]([CH3:28])([CH3:27])[CH2:23][CH2:22]2)[C:14](=[O:20])[C:15]([CH3:19])([CH3:18])[CH:16]=[O:17])[CH2:9]1)([O:3][C:4]([CH3:7])([CH3:6])[CH3:5])=[O:2].[CH3:29][Mg]Br.Cl, predict the reaction product. The product is: [C:1]([N:8]1[CH2:12][CH2:11][CH:10]([N:13]([CH:21]2[CH2:26][CH2:25][C:24]([CH3:28])([CH3:27])[CH2:23][CH2:22]2)[C:14](=[O:20])[C:15]([CH3:19])([CH3:18])[CH:16]([OH:17])[CH3:29])[CH2:9]1)([O:3][C:4]([CH3:5])([CH3:6])[CH3:7])=[O:2].